From a dataset of Forward reaction prediction with 1.9M reactions from USPTO patents (1976-2016). Predict the product of the given reaction. (1) Given the reactants [CH:1]([C:4]1[CH:9]=[CH:8][C:7]([C:10]2[CH:11]=[C:12]([CH2:28][C:29]([O:31]C)=[O:30])[CH:13]=[CH:14][C:15]=2[O:16][CH2:17][C:18]2[CH:23]=[CH:22][C:21]([C:24]([F:27])([F:26])[F:25])=[CH:20][CH:19]=2)=[CH:6][CH:5]=1)([CH3:3])[CH3:2].Cl, predict the reaction product. The product is: [CH3:6][CH2:5][CH2:4][CH:1]([CH3:3])[CH3:2].[CH:1]([C:4]1[CH:9]=[CH:8][C:7]([C:10]2[CH:11]=[C:12]([CH2:28][C:29]([OH:31])=[O:30])[CH:13]=[CH:14][C:15]=2[O:16][CH2:17][C:18]2[CH:23]=[CH:22][C:21]([C:24]([F:25])([F:27])[F:26])=[CH:20][CH:19]=2)=[CH:6][CH:5]=1)([CH3:3])[CH3:2]. (2) Given the reactants [H-].[Na+].[Br:3][C:4]1[CH:5]=[C:6]([CH2:11][OH:12])[CH:7]=[C:8]([F:10])[CH:9]=1.CI.N[C@H:16](C(O)=O)CCSC, predict the reaction product. The product is: [Br:3][C:4]1[CH:5]=[C:6]([CH2:11][O:12][CH3:16])[CH:7]=[C:8]([F:10])[CH:9]=1. (3) Given the reactants Cl.Cl.[F:3][C:4]1[CH:5]=[CH:6][C:7]2[N:11]=[C:10]([C@@H:12]([NH2:14])[CH3:13])[N:9]([C:15]3[CH:20]=[CH:19][CH:18]=[CH:17][N:16]=3)[C:8]=2[C:21]=1[CH3:22].[NH2:23][C:24]1[C:29]([C:30]#[N:31])=[C:28](Cl)[N:27]=[CH:26][N:25]=1.CCN(C(C)C)C(C)C, predict the reaction product. The product is: [NH2:23][C:24]1[C:29]([C:30]#[N:31])=[C:28]([NH:14][C@H:12]([C:10]2[N:9]([C:15]3[CH:20]=[CH:19][CH:18]=[CH:17][N:16]=3)[C:8]3[C:21]([CH3:22])=[C:4]([F:3])[CH:5]=[CH:6][C:7]=3[N:11]=2)[CH3:13])[N:27]=[CH:26][N:25]=1. (4) Given the reactants CN(C)[CH:3]=[CH:4][C:5]([C:7]1[NH:11][C:10]([CH2:12][O:13][CH3:14])=[N:9][C:8]=1[C:15]([O:18][CH3:19])([CH3:17])[CH3:16])=O.Cl.[NH2:22][C:23]([NH2:25])=[NH:24].C[O-].[Na+], predict the reaction product. The product is: [NH2:24][C:23]1[N:25]=[C:5]([C:7]2[NH:11][C:10]([CH2:12][O:13][CH3:14])=[N:9][C:8]=2[C:15]([O:18][CH3:19])([CH3:17])[CH3:16])[CH:4]=[CH:3][N:22]=1. (5) Given the reactants [CH3:1][C:2]([O:5][C:6]([NH:8][C:9]([NH:18][C:19](=[O:25])[O:20][C:21]([CH3:24])([CH3:23])[CH3:22])=[N:10]S(C(F)(F)F)(=O)=O)=[O:7])([CH3:4])[CH3:3].C(N(CC)CC)C.Cl.[CH3:34][S:35][C:36]1[CH:37]=[CH:38][C:39](N)=[N:40][CH:41]=1, predict the reaction product. The product is: [CH3:34][S:35][C:36]1[CH:37]=[CH:38][C:39]([NH:10]/[C:9](/[NH:8][C:6](=[O:7])[O:5][C:2]([CH3:1])([CH3:3])[CH3:4])=[N:18]/[C:19](=[O:25])[O:20][C:21]([CH3:22])([CH3:23])[CH3:24])=[N:40][CH:41]=1. (6) Given the reactants [H-].[Na+].[CH3:3][O:4][C:5]1[CH:15]=[CH:14][C:8]2[N:9]([CH3:13])[C:10](=[O:12])[NH:11][C:7]=2[CH:6]=1.ICC[CH2:19][C:20]([CH3:25])([N+:22]([O-:24])=[O:23])[CH3:21].[CH3:26]N(C=O)C, predict the reaction product. The product is: [CH3:3][O:4][C:5]1[CH:15]=[CH:14][C:8]2[N:9]([CH2:13][CH2:19][C:20]([CH3:25])([N+:22]([O-:24])=[O:23])[CH3:21])[C:10](=[O:12])[N:11]([CH3:26])[C:7]=2[CH:6]=1. (7) Given the reactants [CH2:1]([OH:8])[C:2]1[CH:7]=[CH:6][CH:5]=[CH:4][CH:3]=1.[H-].[Na+].F[C:12]1[CH:13]=[C:14]([CH2:22][C:23]([OH:25])=[O:24])[CH:15]=[C:16]([C:18]([F:21])([F:20])[F:19])[CH:17]=1, predict the reaction product. The product is: [CH2:1]([O:8][C:12]1[CH:13]=[C:14]([CH2:22][C:23]([OH:25])=[O:24])[CH:15]=[C:16]([C:18]([F:19])([F:20])[F:21])[CH:17]=1)[C:2]1[CH:7]=[CH:6][CH:5]=[CH:4][CH:3]=1. (8) Given the reactants [CH2:1]([O:3][C:4]1[CH:5]=[C:6]([C:13]2[N:14]([CH3:19])[C:15](S)=[N:16][N:17]=2)[CH:7]=[CH:8][C:9]=1[N+:10]([O-:12])=[O:11])[CH3:2].ClCCl.OO.[OH-].[Na+], predict the reaction product. The product is: [CH2:1]([O:3][C:4]1[CH:5]=[C:6]([C:13]2[N:14]([CH3:19])[CH:15]=[N:16][N:17]=2)[CH:7]=[CH:8][C:9]=1[N+:10]([O-:12])=[O:11])[CH3:2]. (9) Given the reactants [Br:1][C:2]1[S:3][C:4]([CH3:10])=[CH:5][C:6]=1[C:7](O)=[O:8].S(Cl)(Cl)=O.[NH2:15]C1C=CC([N+]([O-])=O)=CC=1O, predict the reaction product. The product is: [Br:1][C:2]1[S:3][C:4]([CH3:10])=[CH:5][C:6]=1[C:7]([NH2:15])=[O:8].